From a dataset of Reaction yield outcomes from USPTO patents with 853,638 reactions. Predict the reaction yield, written as a fraction of the theoretical maximum amount of product (1.0 means a 100% yield; for example, 0.34 means a 34% yield). (1) The reactants are Cl.[CH2:2]([O:4][C:5]([C:7]1([NH2:13])[CH2:12][CH2:11][CH2:10][CH2:9][CH2:8]1)=[O:6])[CH3:3].[O:14]1[C:18]2[CH:19]=[CH:20][CH:21]=[CH:22][C:17]=2[CH:16]=[C:15]1[C:23](O)=[O:24]. No catalyst specified. The product is [CH2:2]([O:4][C:5]([C:7]1([NH:13][C:23]([C:15]2[O:14][C:18]3[CH:19]=[CH:20][CH:21]=[CH:22][C:17]=3[CH:16]=2)=[O:24])[CH2:12][CH2:11][CH2:10][CH2:9][CH2:8]1)=[O:6])[CH3:3]. The yield is 0.800. (2) The reactants are [C:1]([O:5][C:6]([N:8]1[CH2:12][CH2:11][CH2:10][C@H:9]1[C@H:13]([C:17]1[CH:22]=[CH:21][C:20]([Cl:23])=[CH:19][CH:18]=1)[C:14](O)=[O:15])=[O:7])([CH3:4])([CH3:3])[CH3:2].Cl.Cl.[CH3:26][C@H:27]1[C:35]2[C:34]([N:36]3[CH2:41][CH2:40][NH:39][CH2:38][CH2:37]3)=[N:33][CH:32]=[N:31][C:30]=2[C@H:29]([OH:42])[CH2:28]1.C(N(C(C)C)CC)(C)C.CN(C(ON1N=NC2C=CC=CC1=2)=[N+](C)C)C.F[P-](F)(F)(F)(F)F. The catalyst is C(Cl)Cl. The product is [Cl:23][C:20]1[CH:19]=[CH:18][C:17]([C@@H:13]([C@@H:9]2[CH2:10][CH2:11][CH2:12][N:8]2[C:6]([O:5][C:1]([CH3:3])([CH3:2])[CH3:4])=[O:7])[C:14]([N:39]2[CH2:40][CH2:41][N:36]([C:34]3[C:35]4[C@H:27]([CH3:26])[CH2:28][C@@H:29]([OH:42])[C:30]=4[N:31]=[CH:32][N:33]=3)[CH2:37][CH2:38]2)=[O:15])=[CH:22][CH:21]=1. The yield is 0.890. (3) The reactants are [Cl-].O[NH3+:3].[C:4](=[O:7])([O-])[OH:5].[Na+].CS(C)=O.[CH2:13]([C:15]1[N:16]([C:40]2[CH:45]=[CH:44][C:43]([O:46][CH2:47][C:48]([O:51][CH3:52])([CH3:50])[CH3:49])=[CH:42][CH:41]=2)[C:17](=[O:39])[C:18]([CH2:24][C:25]2[CH:30]=[CH:29][C:28]([C:31]3[C:32]([C:37]#[N:38])=[CH:33][CH:34]=[CH:35][CH:36]=3)=[CH:27][CH:26]=2)=[C:19]([CH2:21][CH2:22][CH3:23])[N:20]=1)[CH3:14]. The catalyst is O. The product is [CH2:13]([C:15]1[N:16]([C:40]2[CH:45]=[CH:44][C:43]([O:46][CH2:47][C:48]([O:51][CH3:52])([CH3:50])[CH3:49])=[CH:42][CH:41]=2)[C:17](=[O:39])[C:18]([CH2:24][C:25]2[CH:26]=[CH:27][C:28]([C:31]3[CH:36]=[CH:35][CH:34]=[CH:33][C:32]=3[C:37]3[NH:3][C:4](=[O:7])[O:5][N:38]=3)=[CH:29][CH:30]=2)=[C:19]([CH2:21][CH2:22][CH3:23])[N:20]=1)[CH3:14]. The yield is 0.430. (4) The reactants are C1(S([O:10][C:11]2[CH:12]=[N:13][C:14]([CH2:17][S:18]([CH3:21])(=[O:20])=[O:19])=[CH:15][CH:16]=2)(=O)=O)C=CC=CC=1.[OH-].[Na+]. The catalyst is C(O)C.O1CCCC1. The product is [CH3:21][S:18]([CH2:17][C:14]1[N:13]=[CH:12][C:11]([OH:10])=[CH:16][CH:15]=1)(=[O:20])=[O:19]. The yield is 0.790. (5) The catalyst is CC(O)(C)C. The reactants are [CH3:1][C:2]1[N:7]=[C:6]([NH2:8])[CH:5]=[CH:4][CH:3]=1.[CH3:9][C:10]([O:13][C:14](O[C:14]([O:13][C:10]([CH3:12])([CH3:11])[CH3:9])=[O:15])=[O:15])([CH3:12])[CH3:11]. The product is [CH3:1][C:2]1[N:7]=[C:6]([NH:8][C:14](=[O:15])[O:13][C:10]([CH3:12])([CH3:11])[CH3:9])[CH:5]=[CH:4][CH:3]=1. The yield is 0.900. (6) The reactants are [H-].[H-].[H-].[H-].[Li+].[Al+3].[N:7]1([C@@H:14]([CH3:18])[C:15]([NH2:17])=O)[CH2:13][CH2:12][CH2:11][CH2:10][CH2:9][CH2:8]1. The catalyst is C1COCC1. The product is [N:7]1([C@@H:14]([CH3:18])[CH2:15][NH2:17])[CH2:13][CH2:12][CH2:11][CH2:10][CH2:9][CH2:8]1. The yield is 0.660. (7) The reactants are Br.[NH2:2][C:3]1[N:11]=[CH:10][C:9]([Br:12])=[CH:8][C:4]=1[C:5]([OH:7])=O.CCN(CC)CC.C(Cl)CCl.C1C=CC2N(O)N=NC=2C=1.[CH3:34][N:35]([CH3:39])[CH2:36][CH2:37][NH2:38]. The catalyst is C(Cl)Cl. The product is [NH2:2][C:3]1[N:11]=[CH:10][C:9]([Br:12])=[CH:8][C:4]=1[C:5]([NH:38][CH2:37][CH2:36][N:35]([CH3:39])[CH3:34])=[O:7]. The yield is 0.700. (8) The reactants are [Br:1][C:2]1[N:3]([CH2:10][CH:11]([O:21][CH:22]2[CH2:27][CH2:26][CH2:25][CH2:24][O:23]2)[CH2:12][O:13][Si](C(C)(C)C)(C)C)[CH:4]=[C:5]([N+:7]([O-:9])=[O:8])[N:6]=1.O1CCCC1.[F-].C([N+](CCCC)(CCCC)CCCC)CCC. The catalyst is O1CCCC1. The product is [Br:1][C:2]1[N:3]([CH2:10][CH:11]([O:21][CH:22]2[CH2:27][CH2:26][CH2:25][CH2:24][O:23]2)[CH2:12][OH:13])[CH:4]=[C:5]([N+:7]([O-:9])=[O:8])[N:6]=1. The yield is 0.890. (9) The reactants are [F:1][C:2]([F:14])([F:13])[C:3]1[CH:11]=[C:10]2[C:6]([CH2:7][CH2:8][CH:9]2O)=[CH:5][CH:4]=1.S(Cl)([Cl:17])=O. No catalyst specified. The product is [Cl:17][CH:9]1[C:10]2[C:6](=[CH:5][CH:4]=[C:3]([C:2]([F:14])([F:13])[F:1])[CH:11]=2)[CH2:7][CH2:8]1. The yield is 0.900. (10) The reactants are [CH2:1]([N:3]([CH2:37][CH3:38])[CH2:4][CH2:5][CH2:6][NH:7][C:8]1[N:9]=[C:10]([C:27]2[C:28]([CH3:36])=[C:29]([CH:33]=[CH:34][CH:35]=2)[C:30]([OH:32])=O)[C:11]2[CH:17]=[CH:16][C:15](=[O:18])[N:14]([C:19]3[C:24]([F:25])=[CH:23][CH:22]=[CH:21][C:20]=3[F:26])[C:12]=2[N:13]=1)[CH3:2].CN(C(ON1N=NC2C=CC=CC1=2)=[N+](C)C)C.F[P-](F)(F)(F)(F)F.C(N(CC)CC)C.[CH2:70]([NH2:74])[CH:71]([CH3:73])[CH3:72]. The catalyst is CN(C=O)C. The product is [CH2:37]([N:3]([CH2:1][CH3:2])[CH2:4][CH2:5][CH2:6][NH:7][C:8]1[N:9]=[C:10]([C:27]2[C:28]([CH3:36])=[C:29]([CH:33]=[CH:34][CH:35]=2)[C:30]([NH:74][CH2:70][CH:71]([CH3:73])[CH3:72])=[O:32])[C:11]2[CH:17]=[CH:16][C:15](=[O:18])[N:14]([C:19]3[C:20]([F:26])=[CH:21][CH:22]=[CH:23][C:24]=3[F:25])[C:12]=2[N:13]=1)[CH3:38]. The yield is 0.440.